From a dataset of NCI-60 drug combinations with 297,098 pairs across 59 cell lines. Regression. Given two drug SMILES strings and cell line genomic features, predict the synergy score measuring deviation from expected non-interaction effect. (1) Drug 2: CC1CCC2CC(C(=CC=CC=CC(CC(C(=O)C(C(C(=CC(C(=O)CC(OC(=O)C3CCCCN3C(=O)C(=O)C1(O2)O)C(C)CC4CCC(C(C4)OC)O)C)C)O)OC)C)C)C)OC. Synergy scores: CSS=9.66, Synergy_ZIP=-6.92, Synergy_Bliss=-7.26, Synergy_Loewe=-23.0, Synergy_HSA=-4.88. Cell line: NCI-H226. Drug 1: C1=C(C(=O)NC(=O)N1)N(CCCl)CCCl. (2) Drug 2: CC1=C(C(=O)C2=C(C1=O)N3CC4C(C3(C2COC(=O)N)OC)N4)N. Synergy scores: CSS=58.7, Synergy_ZIP=9.29, Synergy_Bliss=9.14, Synergy_Loewe=10.3, Synergy_HSA=10.8. Cell line: BT-549. Drug 1: CC12CCC3C(C1CCC2=O)CC(=C)C4=CC(=O)C=CC34C. (3) Drug 1: CC(C1=C(C=CC(=C1Cl)F)Cl)OC2=C(N=CC(=C2)C3=CN(N=C3)C4CCNCC4)N. Drug 2: CNC(=O)C1=CC=CC=C1SC2=CC3=C(C=C2)C(=NN3)C=CC4=CC=CC=N4. Cell line: BT-549. Synergy scores: CSS=-2.22, Synergy_ZIP=3.69, Synergy_Bliss=6.00, Synergy_Loewe=1.24, Synergy_HSA=1.64.